This data is from Full USPTO retrosynthesis dataset with 1.9M reactions from patents (1976-2016). The task is: Predict the reactants needed to synthesize the given product. (1) Given the product [N+:1]([C:4]1[CH:5]=[C:6]([N:10]2[C:11]3[C:12](=[CH:15][CH:16]=[CH:17][N:18]=3)[CH:13]=[C:26]([CH2:25][CH2:24][C:20]3[S:19][CH:23]=[CH:22][CH:21]=3)[C:27]2=[O:28])[CH:7]=[CH:8][CH:9]=1)([O-:3])=[O:2], predict the reactants needed to synthesize it. The reactants are: [N+:1]([C:4]1[CH:5]=[C:6]([NH:10][C:11]2[N:18]=[CH:17][CH:16]=[CH:15][C:12]=2[CH:13]=O)[CH:7]=[CH:8][CH:9]=1)([O-:3])=[O:2].[S:19]1[CH:23]=[CH:22][CH:21]=[C:20]1[CH2:24][CH2:25][CH2:26][C:27](OCC)=[O:28].[Li+].CC([N-]C(C)C)C. (2) Given the product [CH3:19][N:20]1[CH2:21][CH2:22][N:23]([C:26]2[N:27]=[CH:28][C:29](/[CH:32]=[CH:33]/[C:35]3[C:43]4[C:38](=[CH:39][C:40]([CH:44]=[O:45])=[CH:41][CH:42]=4)[N:37]([CH2:46][O:47][CH2:48][CH2:49][Si:50]([CH3:53])([CH3:52])[CH3:51])[N:36]=3)=[CH:30][CH:31]=2)[CH2:24][CH2:25]1, predict the reactants needed to synthesize it. The reactants are: C1N(P(N2CC2)(NC(C2C(I)=CC=CC=2)=O)=O)C1.[CH3:19][N:20]1[CH2:25][CH2:24][N:23]([C:26]2[CH:31]=[CH:30][C:29]([CH:32]=[CH2:33])=[CH:28][N:27]=2)[CH2:22][CH2:21]1.I[C:35]1[C:43]2[C:38](=[CH:39][C:40]([CH:44]=[O:45])=[CH:41][CH:42]=2)[N:37]([CH2:46][O:47][CH2:48][CH2:49][Si:50]([CH3:53])([CH3:52])[CH3:51])[N:36]=1. (3) Given the product [Cl:1][C:2]1[CH:3]=[CH:4][C:5]2[O:9][CH2:8][CH:7]([NH2:36])[C:6]=2[CH:11]=1, predict the reactants needed to synthesize it. The reactants are: [Cl:1][C:2]1[CH:3]=[CH:4][C:5]2[O:9][CH2:8][C:7](=O)[C:6]=2[CH:11]=1.CC([O-])(C)C.[K+].ClC1C=CC(OCC(OCC)=O)=C(C=1)C(OC)=O.[NH4+:36].[Cl-].ClC1C=CC2OC(C(OCC)=O)=C(O)C=2C=1.